From a dataset of Forward reaction prediction with 1.9M reactions from USPTO patents (1976-2016). Predict the product of the given reaction. (1) Given the reactants [Br:1][C:2]1[C:30]([O:31][CH3:32])=[CH:29][C:5]2[CH:6]=[CH:7][C:8]3[C:12]([C:4]=2[CH:3]=1)=[N:11][N:10]([CH2:13][CH2:14][CH2:15][NH:16][C:17]([O:19][C:20]([CH3:23])([CH3:22])[CH3:21])=[O:18])[C:9]=3[C:24]([O:26]CC)=[O:25].O.[OH-].[Li+], predict the reaction product. The product is: [Br:1][C:2]1[C:30]([O:31][CH3:32])=[CH:29][C:5]2[CH:6]=[CH:7][C:8]3[C:12]([C:4]=2[CH:3]=1)=[N:11][N:10]([CH2:13][CH2:14][CH2:15][NH:16][C:17]([O:19][C:20]([CH3:21])([CH3:22])[CH3:23])=[O:18])[C:9]=3[C:24]([OH:26])=[O:25]. (2) Given the reactants [Cl:1][C:2]1[N:7]=[CH:6][C:5]([S:8](Cl)(=[O:10])=[O:9])=[CH:4][CH:3]=1.[N:12]1([CH:17]2[CH2:22][CH2:21][NH:20][CH2:19][CH2:18]2)[CH2:16][CH2:15][CH2:14][CH2:13]1.C(N(CC)CC)C, predict the reaction product. The product is: [Cl:1][C:2]1[CH:3]=[CH:4][C:5]([S:8]([N:20]2[CH2:21][CH2:22][CH:17]([N:12]3[CH2:16][CH2:15][CH2:14][CH2:13]3)[CH2:18][CH2:19]2)(=[O:10])=[O:9])=[CH:6][N:7]=1. (3) Given the reactants [F:1][C:2]1[CH:7]=[CH:6][C:5]([F:8])=[CH:4][C:3]=1[C@H:9]1[C@@H:15]([NH:16][C:17](=[O:26])[O:18][CH2:19][C:20]2[CH:25]=[CH:24][CH:23]=[CH:22][CH:21]=2)[C:14](=[O:27])[NH:13][C:12]2[CH:28]=[CH:29][CH:30]=[CH:31][C:11]=2[S:10]1.[OH-].[K+].Br[CH:35]1[CH2:40][CH2:39][CH2:38][CH:37]=[CH:36]1, predict the reaction product. The product is: [CH:40]1([N:13]2[C:14](=[O:27])[C@@H:15]([NH:16][C:17](=[O:26])[O:18][CH2:19][C:20]3[CH:25]=[CH:24][CH:23]=[CH:22][CH:21]=3)[C@H:9]([C:3]3[CH:4]=[C:5]([F:8])[CH:6]=[CH:7][C:2]=3[F:1])[S:10][C:11]3[CH:31]=[CH:30][CH:29]=[CH:28][C:12]2=3)[CH2:39][CH2:38][CH2:37][CH:36]=[CH:35]1. (4) Given the reactants [Cl:1][C:2]1[C:10]2[O:9][CH2:8][CH2:7][C:6]=2[CH:5]=[C:4]([NH:11]N=C2CCCNC2=O)[CH:3]=1.[CH:20]([OH:22])=O, predict the reaction product. The product is: [Cl:1][C:2]1[CH:3]=[C:4]2[C:5]([C:2]3[CH2:3][CH2:4][NH:11][C:20](=[O:22])[C:10]=3[NH:11]2)=[C:6]2[CH2:7][CH2:8][O:9][C:10]=12.